Dataset: Full USPTO retrosynthesis dataset with 1.9M reactions from patents (1976-2016). Task: Predict the reactants needed to synthesize the given product. (1) Given the product [ClH:33].[CH:1]1([N:5]2[CH2:10][CH2:9][CH:8]([O:11][C:12]3[CH:13]=[CH:14][C:15]([N:18]4[CH:22]=[C:21]([C:23]#[N:25])[N:20]=[N:19]4)=[CH:16][CH:17]=3)[CH2:7][CH2:6]2)[CH2:2][CH2:3][CH2:4]1, predict the reactants needed to synthesize it. The reactants are: [CH:1]1([N:5]2[CH2:10][CH2:9][CH:8]([O:11][C:12]3[CH:17]=[CH:16][C:15]([N:18]4[CH:22]=[C:21]([C:23]([NH2:25])=O)[N:20]=[N:19]4)=[CH:14][CH:13]=3)[CH2:7][CH2:6]2)[CH2:4][CH2:3][CH2:2]1.CN(C)C=O.S(Cl)([Cl:33])=O.O. (2) Given the product [CH2:26]([O:33][C:34]1[C:39]2[NH:40][C:41](=[O:43])[S:42][C:38]=2[C:37]([C@@H:44]([OH:47])[CH2:45][Br:46])=[CH:36][CH:35]=1)[C:27]1[CH:32]=[CH:31][CH:30]=[CH:29][CH:28]=1, predict the reactants needed to synthesize it. The reactants are: CB1N2CCC[C@@H]2C(C2C=CC=CC=2)(C2C=CC=CC=2)O1.B.CSC.[CH2:26]([O:33][C:34]1[C:39]2[NH:40][C:41](=[O:43])[S:42][C:38]=2[C:37]([C:44](=[O:47])[CH2:45][Br:46])=[CH:36][CH:35]=1)[C:27]1[CH:32]=[CH:31][CH:30]=[CH:29][CH:28]=1. (3) Given the product [CH2:1]([N:3]([CH2:35][CH3:36])[CH2:4]/[CH:5]=[CH:6]\[C:7]1[CH:12]=[C:11]([F:13])[CH:10]=[CH:9][C:8]=1[S:14]([NH:17][C:18]1[CH:19]=[CH:20][C:21]2[N:26]3[CH2:27][CH2:28][CH2:29][CH:25]3[CH2:24][C:22]=2[C:30]=1[C:31]([O:33][CH3:34])=[O:32])(=[O:16])=[O:15])[CH3:2], predict the reactants needed to synthesize it. The reactants are: [CH2:1]([N:3]([CH2:35][CH3:36])[CH2:4]/[CH:5]=[CH:6]\[C:7]1[CH:12]=[C:11]([F:13])[CH:10]=[CH:9][C:8]=1[S:14]([NH:17][C:18]1[C:30]([C:31]([O:33][CH3:34])=[O:32])=[C:22]2O[CH2:24][C@H:25]3[CH2:29][CH2:28][CH2:27][N:26]3[C:21]2=[CH:20][CH:19]=1)(=[O:16])=[O:15])[CH3:2].BrC1C=C(F)C=CC=1S(NC1C=CC2N3CCCC3CC=2C=1C(OC)=O)(=O)=O.C(N(CC)C/C=C\[Sn](CCCC)(CCCC)CCCC)C. (4) Given the product [Cl:1][C:2]1[C:7]([C:8]#[N:9])=[C:6]([C:10]2[CH:15]=[CH:14][C:13]([O:16][C:17]3[CH:22]=[CH:21][CH:20]=[CH:19][CH:18]=3)=[CH:12][CH:11]=2)[N:5]=[C:4]([C:27]2[CH:28]=[CH:29][C:30]([O:36][CH3:37])=[C:31]([CH:35]=2)[C:32]([OH:34])=[O:33])[CH:3]=1, predict the reactants needed to synthesize it. The reactants are: [Cl:1][C:2]1[C:7]([C:8]#[N:9])=[C:6]([C:10]2[CH:15]=[CH:14][C:13]([O:16][C:17]3[CH:22]=[CH:21][CH:20]=[CH:19][CH:18]=3)=[CH:12][CH:11]=2)[N:5]=[C:4](Cl)[CH:3]=1.B([C:27]1[CH:28]=[CH:29][C:30]([O:36][CH3:37])=[C:31]([CH:35]=1)[C:32]([OH:34])=[O:33])(O)O.P([O-])([O-])([O-])=O.[K+].[K+].[K+].Cl. (5) Given the product [C:1](=[O:2])([OH:4])[OH:3].[NH2:17][C@H:10]([C:1]([OH:2])=[O:4])[CH2:6][CH:7]([CH3:9])[CH3:8], predict the reactants needed to synthesize it. The reactants are: [C:1](=[O:4])([OH:3])[OH:2].N[C@H:6]([C:10](O)=O)[CH:7]([CH3:9])[CH3:8].C(=O)(O)O.[NH2:17][C@H](C(O)=O)[C@H](CC)C.C(=O)(O)O.N[C@H](C(O)=O)CCC(=O)N.C(=O)(O)O.NCCC(O)=O.P(OC[C@H]1O[C@@H](N2C3N=CN=C(N)C=3N=C2)[C@H](O)[C@@H]1O)(OP(OP(O)(O)=O)([O-])=O)(=O)[O-].[Na+].[Na+].[C@H]1(O)[C@H](O)O[C@@H]2C(O)C(O[C@H]12)=O.C[C@H]1[C@H](C)[C@@H]2[C@@](C(O)=O)(CC[C@@]3(C)[C@]4(C)CC[C@H]5C(C)(C)[C@@H](O)[C@H](O)C[C@]5(C)[C@H]4CC=C32)CC1.C(O)[C@H]1O[C@H](OC[C@H]2OC(O)(CO)[C@@H](O)[C@@H]2O)[C@H](O)[C@@H](O)[C@@H]1O.O=C[C@@H]([C@@H]([C@@H](CO)O)O)O.